From a dataset of NCI-60 drug combinations with 297,098 pairs across 59 cell lines. Regression. Given two drug SMILES strings and cell line genomic features, predict the synergy score measuring deviation from expected non-interaction effect. (1) Drug 1: C1CCC(C1)C(CC#N)N2C=C(C=N2)C3=C4C=CNC4=NC=N3. Drug 2: C1CCC(C(C1)N)N.C(=O)(C(=O)[O-])[O-].[Pt+4]. Cell line: SNB-19. Synergy scores: CSS=19.3, Synergy_ZIP=-2.76, Synergy_Bliss=5.95, Synergy_Loewe=-30.1, Synergy_HSA=3.23. (2) Drug 1: CC1C(C(CC(O1)OC2CC(CC3=C2C(=C4C(=C3O)C(=O)C5=C(C4=O)C(=CC=C5)OC)O)(C(=O)CO)O)N)O.Cl. Drug 2: CC1CCCC2(C(O2)CC(NC(=O)CC(C(C(=O)C(C1O)C)(C)C)O)C(=CC3=CSC(=N3)C)C)C. Cell line: RXF 393. Synergy scores: CSS=26.8, Synergy_ZIP=0.831, Synergy_Bliss=0.809, Synergy_Loewe=-15.4, Synergy_HSA=-0.234. (3) Drug 1: CCC1=CC2CC(C3=C(CN(C2)C1)C4=CC=CC=C4N3)(C5=C(C=C6C(=C5)C78CCN9C7C(C=CC9)(C(C(C8N6C)(C(=O)OC)O)OC(=O)C)CC)OC)C(=O)OC.C(C(C(=O)O)O)(C(=O)O)O. Drug 2: N.N.Cl[Pt+2]Cl. Cell line: MOLT-4. Synergy scores: CSS=73.8, Synergy_ZIP=-0.581, Synergy_Bliss=-0.849, Synergy_Loewe=-25.9, Synergy_HSA=0.406. (4) Drug 1: CCC1(CC2CC(C3=C(CCN(C2)C1)C4=CC=CC=C4N3)(C5=C(C=C6C(=C5)C78CCN9C7C(C=CC9)(C(C(C8N6C=O)(C(=O)OC)O)OC(=O)C)CC)OC)C(=O)OC)O.OS(=O)(=O)O. Drug 2: C1CN(CCN1C(=O)CCBr)C(=O)CCBr. Cell line: DU-145. Synergy scores: CSS=17.1, Synergy_ZIP=-0.615, Synergy_Bliss=-1.10, Synergy_Loewe=-0.360, Synergy_HSA=-0.934.